From a dataset of Full USPTO retrosynthesis dataset with 1.9M reactions from patents (1976-2016). Predict the reactants needed to synthesize the given product. (1) Given the product [OH:8][CH2:9][CH:10]1[CH:19]([C:20]([NH:22][C:23]2[CH:28]=[CH:27][CH:26]=[C:25]([O:29][CH3:30])[CH:24]=2)=[O:21])[C:18]2[C:13](=[CH:14][CH:15]=[CH:16][CH:17]=2)[C:12](=[O:31])[N:11]1[CH2:32][CH2:33][O:34][CH3:35], predict the reactants needed to synthesize it. The reactants are: C([O:8][CH2:9][CH:10]1[CH:19]([C:20]([NH:22][C:23]2[CH:28]=[CH:27][CH:26]=[C:25]([O:29][CH3:30])[CH:24]=2)=[O:21])[C:18]2[C:13](=[CH:14][CH:15]=[CH:16][CH:17]=2)[C:12](=[O:31])[N:11]1[CH2:32][CH2:33][O:34][CH3:35])C1C=CC=CC=1. (2) Given the product [CH2:3]([N:10]1[CH2:17][CH:16]2[O:18][CH:12]([CH2:13][N:14]([C:19]([O:20][C:21]([CH3:24])([CH3:23])[CH3:22])=[O:25])[CH2:15]2)[CH2:11]1)[C:4]1[CH:5]=[CH:6][CH:7]=[CH:8][CH:9]=1, predict the reactants needed to synthesize it. The reactants are: [OH-].[Na+].[CH2:3]([N:10]1[CH2:17][CH:16]2[O:18][CH:12]([CH2:13][NH:14][CH2:15]2)[CH2:11]1)[C:4]1[CH:9]=[CH:8][CH:7]=[CH:6][CH:5]=1.[C:19](O[C:19]([O:20][C:21]([CH3:24])([CH3:23])[CH3:22])=[O:25])(=[O:25])[O:20][C:21]([CH3:24])([CH3:23])[CH3:22]. (3) Given the product [CH2:10]([O:17][C:18]1[CH:19]=[CH:20][C:21]([N:24]2[C:28]3=[N:29][CH:30]=[CH:31][CH:32]=[C:27]3[N:26]([CH2:2][O:3][CH2:4][CH2:5][Si:6]([CH3:9])([CH3:8])[CH3:7])[C:25]2=[O:33])=[CH:22][CH:23]=1)[C:11]1[CH:16]=[CH:15][CH:14]=[CH:13][CH:12]=1, predict the reactants needed to synthesize it. The reactants are: Cl[CH2:2][O:3][CH2:4][CH2:5][Si:6]([CH3:9])([CH3:8])[CH3:7].[CH2:10]([O:17][C:18]1[CH:23]=[CH:22][C:21]([N:24]2[C:28]3=[N:29][CH:30]=[CH:31][CH:32]=[C:27]3[NH:26][C:25]2=[O:33])=[CH:20][CH:19]=1)[C:11]1[CH:16]=[CH:15][CH:14]=[CH:13][CH:12]=1.[H-].[Na+].[Cl-].[Cl-].[Ca+2].